This data is from Forward reaction prediction with 1.9M reactions from USPTO patents (1976-2016). The task is: Predict the product of the given reaction. (1) Given the reactants [CH:1]([C:4]1[CH:9]=[CH:8][C:7]([S:10][CH2:11][C:12]([N:14]2[CH2:19][CH2:18][O:17][CH2:16][CH:15]2[C:20]([O:22]C)=[O:21])=[O:13])=[CH:6][CH:5]=1)([CH3:3])[CH3:2].[OH-].[Li+], predict the reaction product. The product is: [CH:1]([C:4]1[CH:9]=[CH:8][C:7]([S:10][CH2:11][C:12]([N:14]2[CH2:19][CH2:18][O:17][CH2:16][CH:15]2[C:20]([OH:22])=[O:21])=[O:13])=[CH:6][CH:5]=1)([CH3:3])[CH3:2]. (2) Given the reactants [Si:1]([O:18][CH2:19][CH2:20][CH2:21][C:22]1[CH:48]=[CH:47][C:25]([O:26][C:27]([CH3:46])([CH3:45])[CH:28]([OH:44])[CH2:29][O:30][C:31]2[CH:36]=[CH:35][C:34]([C:37]([O:39][C:40]([CH3:43])([CH3:42])[CH3:41])=[O:38])=[CH:33][CH:32]=2)=[CH:24][CH:23]=1)([C:14]([CH3:17])([CH3:16])[CH3:15])([C:8]1[CH:13]=[CH:12][CH:11]=[CH:10][CH:9]=1)[C:2]1[CH:7]=[CH:6][CH:5]=[CH:4][CH:3]=1.CC(OI1(OC(C)=O)(OC(C)=O)OC(=O)C2C1=CC=CC=2)=O, predict the reaction product. The product is: [Si:1]([O:18][CH2:19][CH2:20][CH2:21][C:22]1[CH:23]=[CH:24][C:25]([O:26][C:27]([CH3:46])([CH3:45])[C:28](=[O:44])[CH2:29][O:30][C:31]2[CH:36]=[CH:35][C:34]([C:37]([O:39][C:40]([CH3:43])([CH3:42])[CH3:41])=[O:38])=[CH:33][CH:32]=2)=[CH:47][CH:48]=1)([C:14]([CH3:17])([CH3:15])[CH3:16])([C:2]1[CH:7]=[CH:6][CH:5]=[CH:4][CH:3]=1)[C:8]1[CH:13]=[CH:12][CH:11]=[CH:10][CH:9]=1.